Predict the reaction yield, written as a fraction of the theoretical maximum amount of product (1.0 means a 100% yield; for example, 0.34 means a 34% yield). From a dataset of Reaction yield outcomes from USPTO patents with 853,638 reactions. (1) The reactants are C[O:2][C:3]1[CH:12]=[CH:11][C:10]2[C:5](=[CH:6][CH:7]=[C:8]([C:13]3[CH:18]=[CH:17][CH:16]=[C:15]([O:19]C)[CH:14]=3)[CH:9]=2)[CH:4]=1.B(Br)(Br)Br. No catalyst specified. The product is [OH:19][C:15]1[CH:14]=[C:13]([C:8]2[CH:9]=[C:10]3[C:5](=[CH:6][CH:7]=2)[CH:4]=[C:3]([OH:2])[CH:12]=[CH:11]3)[CH:18]=[CH:17][CH:16]=1. The yield is 0.520. (2) The reactants are [OH-].[Li+].[Br:3][C:4]1[N:5]([C:17]2[C:26]3[C:21](=[CH:22][CH:23]=[CH:24][CH:25]=3)[C:20]([CH:27]3[CH2:29][CH2:28]3)=[CH:19][CH:18]=2)[C:6]([S:9]CCC(OCC)=O)=[N:7][N:8]=1.Cl. The product is [Br:3][C:4]1[N:5]([C:17]2[C:26]3[C:21](=[CH:22][CH:23]=[CH:24][CH:25]=3)[C:20]([CH:27]3[CH2:29][CH2:28]3)=[CH:19][CH:18]=2)[C:6]([SH:9])=[N:7][N:8]=1. The yield is 0.780. The catalyst is C1COCC1.CO. (3) The reactants are CC(OC(/N=N/C(OC(C)C)=O)=O)C.[CH2:15]([O:22][C:23](=[O:36])[NH:24][CH2:25][CH2:26][CH2:27][CH2:28][C:29]1[CH:34]=[CH:33][C:32]([OH:35])=[CH:31][CH:30]=1)[C:16]1[CH:21]=[CH:20][CH:19]=[CH:18][CH:17]=1.[C:37]([O:41][C:42](=[O:47])[NH:43][CH2:44][CH2:45]O)([CH3:40])([CH3:39])[CH3:38]. The catalyst is C1COCC1. The product is [CH2:15]([O:22][C:23](=[O:36])[NH:24][CH2:25][CH2:26][CH2:27][CH2:28][C:29]1[CH:34]=[CH:33][C:32]([O:35][CH2:45][CH2:44][NH:43][C:42]([O:41][C:37]([CH3:40])([CH3:39])[CH3:38])=[O:47])=[CH:31][CH:30]=1)[C:16]1[CH:21]=[CH:20][CH:19]=[CH:18][CH:17]=1. The yield is 0.730. (4) The reactants are [OH:1][CH:2]1[CH2:7][CH2:6][N:5]([C:8]([O:10][C:11]([CH3:14])([CH3:13])[CH3:12])=[O:9])[CH2:4][CH2:3]1.[H-].[Na+].Cl.Cl[C:19]1[CH:24]=[CH:23][N:22]=[CH:21][C:20]=1[C:25]([F:28])([F:27])[F:26].Cl. The catalyst is O.CN(C)C=O. The product is [F:26][C:25]([F:28])([F:27])[C:20]1[CH:21]=[N:22][CH:23]=[CH:24][C:19]=1[O:1][CH:2]1[CH2:3][CH2:4][N:5]([C:8]([O:10][C:11]([CH3:14])([CH3:13])[CH3:12])=[O:9])[CH2:6][CH2:7]1. The yield is 0.530.